This data is from Forward reaction prediction with 1.9M reactions from USPTO patents (1976-2016). The task is: Predict the product of the given reaction. (1) Given the reactants [CH3:1][O:2][C:3](=[O:27])[CH2:4][C:5]1[CH:10]=[C:9](OS(C(F)(F)F)(=O)=O)[CH:8]=[C:7](OS(C(F)(F)F)(=O)=O)[CH:6]=1.[Cl:28][C:29]1[CH:34]=[CH:33][C:32](B(O)O)=[CH:31][CH:30]=1.C([O-])([O-])=O.[K+].[K+], predict the reaction product. The product is: [CH3:1][O:2][C:3](=[O:27])[CH2:4][C:5]1[CH:10]=[C:9]([C:32]2[CH:33]=[CH:34][C:29]([Cl:28])=[CH:30][CH:31]=2)[CH:8]=[C:7]([C:32]2[CH:33]=[CH:34][C:29]([Cl:28])=[CH:30][CH:31]=2)[CH:6]=1. (2) Given the reactants [Cl:1][C:2]1[CH:3]=[C:4]([C:8]2([C:14]([N:16]([CH3:18])[CH3:17])=O)[CH2:13][CH2:12][CH2:11][CH2:10][CH2:9]2)[CH:5]=[CH:6][CH:7]=1.Cl, predict the reaction product. The product is: [ClH:1].[Cl:1][C:2]1[CH:3]=[C:4]([C:8]2([CH2:14][N:16]([CH3:18])[CH3:17])[CH2:13][CH2:12][CH2:11][CH2:10][CH2:9]2)[CH:5]=[CH:6][CH:7]=1. (3) Given the reactants [C:1]1([C:7]2([C:13]3[CH:18]=[CH:17][CH:16]=[CH:15][CH:14]=3)[CH2:12][CH2:11][NH:10][CH2:9][CH2:8]2)[CH:6]=[CH:5][CH:4]=[CH:3][CH:2]=1.Br[CH2:20][CH2:21][CH2:22][C:23]#[N:24].C(=O)([O-])[O-].[K+].[K+].[I-].[K+], predict the reaction product. The product is: [C:1]1([C:7]2([C:13]3[CH:18]=[CH:17][CH:16]=[CH:15][CH:14]=3)[CH2:8][CH2:9][N:10]([CH2:20][CH2:21][CH2:22][C:23]#[N:24])[CH2:11][CH2:12]2)[CH:2]=[CH:3][CH:4]=[CH:5][CH:6]=1. (4) The product is: [CH2:14]([NH:21][C:6]1[C:5]([CH3:12])=[C:4]([CH3:13])[N:3]=[C:2]([Cl:1])[C:7]=1[N+:8]([O-:10])=[O:9])[C:15]1[CH:20]=[CH:19][CH:18]=[CH:17][CH:16]=1. Given the reactants [Cl:1][C:2]1[C:7]([N+:8]([O-:10])=[O:9])=[C:6](Cl)[C:5]([CH3:12])=[C:4]([CH3:13])[N:3]=1.[CH2:14]([NH2:21])[C:15]1[CH:20]=[CH:19][CH:18]=[CH:17][CH:16]=1.C(=O)([O-])[O-].[K+].[K+], predict the reaction product. (5) Given the reactants [Br:1][C:2]1[N:6]=[C:5]([O:7][CH2:8][CH2:9][CH3:10])[N:4](COCC[Si](C)(C)C)[C:3]=1[CH:19]=[O:20].C(O)(C(F)(F)F)=O, predict the reaction product. The product is: [Br:1][C:2]1[N:6]=[C:5]([O:7][CH2:8][CH2:9][CH3:10])[NH:4][C:3]=1[CH:19]=[O:20]. (6) The product is: [ClH:1].[CH3:18][C:19]1([CH3:31])[CH:28]=[CH:27][C:26]2[C:21](=[C:22]([CH2:29][N:8]3[CH2:7][CH2:6][C:5]4([CH2:2][NH:3][CH2:4]4)[CH2:10][CH2:9]3)[CH:23]=[CH:24][CH:25]=2)[O:20]1. Given the reactants [ClH:1].[CH2:2]1[C:5]2([CH2:10][CH2:9][NH:8][CH2:7][CH2:6]2)[CH2:4][N:3]1C(OC(C)(C)C)=O.[CH3:18][C:19]1([CH3:31])[CH:28]=[CH:27][C:26]2[C:21](=[C:22]([CH:29]=O)[CH:23]=[CH:24][CH:25]=2)[O:20]1, predict the reaction product.